Dataset: Reaction yield outcomes from USPTO patents with 853,638 reactions. Task: Predict the reaction yield, written as a fraction of the theoretical maximum amount of product (1.0 means a 100% yield; for example, 0.34 means a 34% yield). The reactants are [Cl:1][C:2]1[CH:3]=[C:4](S(O)(=O)=O)[C:5]2[CH:6]=[CH:7][C:8]([CH3:13])=[N:9][C:10]=2[C:11]=1[OH:12].C([O-])(O)=O.[Na+]. The catalyst is C(O)(=O)C.S(=O)(=O)(O)O.O. The product is [Cl:1][C:2]1[C:11]([OH:12])=[C:10]2[C:5]([CH:6]=[CH:7][C:8]([CH3:13])=[N:9]2)=[CH:4][CH:3]=1. The yield is 0.820.